From a dataset of Full USPTO retrosynthesis dataset with 1.9M reactions from patents (1976-2016). Predict the reactants needed to synthesize the given product. The reactants are: [CH:1]1[C:10]2[C:5](=[CH:6][CH:7]=[CH:8][CH:9]=2)[CH:4]=[C:3]([NH2:11])[N:2]=1.Cl[S:13]([C:16]1[CH:26]=[CH:25][C:19]([C:20]([O:22][CH2:23][CH3:24])=[O:21])=[CH:18][CH:17]=1)(=[O:15])=[O:14]. Given the product [CH:1]1[C:10]2[C:5](=[CH:6][CH:7]=[CH:8][CH:9]=2)[CH:4]=[C:3]([NH:11][S:13]([C:16]2[CH:17]=[CH:18][C:19]([C:20]([O:22][CH2:23][CH3:24])=[O:21])=[CH:25][CH:26]=2)(=[O:15])=[O:14])[N:2]=1, predict the reactants needed to synthesize it.